Dataset: Full USPTO retrosynthesis dataset with 1.9M reactions from patents (1976-2016). Task: Predict the reactants needed to synthesize the given product. (1) Given the product [C:12]([C:9]1[CH:8]=[CH:7][C:6]([CH2:5][C:2]([CH3:1])=[CH:3][O:4][C:23](=[O:25])[CH3:24])=[CH:11][CH:10]=1)([CH3:14])([CH3:13])[CH3:15], predict the reactants needed to synthesize it. The reactants are: [CH3:1][CH:2]([CH2:5][C:6]1[CH:11]=[CH:10][C:9]([C:12]([CH3:15])([CH3:14])[CH3:13])=[CH:8][CH:7]=1)[CH:3]=[O:4].C(N(CC)CC)C.[C:23]([O-])(=[O:25])[CH3:24].[Na+].O. (2) Given the product [OH:1][C:2]1[C:11]2[C:6](=[CH:7][C:8]([CH3:12])=[CH:9][CH:10]=2)[N:5]=[CH:4][C:3]=1[C:13]([OH:15])=[O:14], predict the reactants needed to synthesize it. The reactants are: [OH:1][C:2]1[C:11]2[C:6](=[CH:7][C:8]([CH3:12])=[CH:9][CH:10]=2)[N:5]=[CH:4][C:3]=1[C:13]([O:15]CC)=[O:14].Cl. (3) The reactants are: Br[C:2]1[CH:10]=[C:9]2[C:5]([CH:6]=[CH:7][N:8]2[CH3:11])=[CH:4][CH:3]=1.[C:12]([C:16]1[CH:21]=[CH:20][C:19](B(O)O)=[CH:18][CH:17]=1)([CH3:15])([CH3:14])[CH3:13].C(=O)([O-])[O-].[K+].[K+].C1(C)C=CC=CC=1. Given the product [C:12]([C:16]1[CH:21]=[CH:20][C:19]([C:2]2[CH:10]=[C:9]3[C:5]([CH:6]=[CH:7][N:8]3[CH3:11])=[CH:4][CH:3]=2)=[CH:18][CH:17]=1)([CH3:15])([CH3:14])[CH3:13], predict the reactants needed to synthesize it. (4) The reactants are: [C:1]([C:5]1[NH:9][N:8]=[C:7]([C:10]([F:13])([F:12])[F:11])[CH:6]=1)([CH3:4])([CH3:3])[CH3:2].C([O-])([O-])=O.[K+].[K+].Cl[CH2:21][C:22]([N:24]1[CH2:29][CH2:28][N:27]([C:30]2[CH:35]=[CH:34][C:33]([F:36])=[CH:32][CH:31]=2)[CH2:26][CH2:25]1)=[O:23].CN(C=O)C. Given the product [C:1]([C:5]1[CH:6]=[C:7]([C:10]([F:12])([F:13])[F:11])[N:8]([CH2:21][C:22]([N:24]2[CH2:25][CH2:26][N:27]([C:30]3[CH:35]=[CH:34][C:33]([F:36])=[CH:32][CH:31]=3)[CH2:28][CH2:29]2)=[O:23])[N:9]=1)([CH3:4])([CH3:2])[CH3:3], predict the reactants needed to synthesize it. (5) Given the product [CH2:1]([O:3][C:4]([CH:6]1[CH2:11][CH2:10][N:9]([C:12]2[CH:17]=[CH:16][C:15]([C:18](=[O:28])[NH:19][C:20]3[CH:21]=[C:22]([C:34]4[CH:35]=[CH:36][C:31]([O:30][CH3:29])=[CH:32][CH:33]=4)[C:23]([CH3:26])=[CH:24][CH:25]=3)=[CH:14][N:13]=2)[CH2:8][CH2:7]1)=[O:5])[CH3:2], predict the reactants needed to synthesize it. The reactants are: [CH2:1]([O:3][C:4]([CH:6]1[CH2:11][CH2:10][N:9]([C:12]2[CH:17]=[CH:16][C:15]([C:18](=[O:28])[NH:19][C:20]3[CH:25]=[CH:24][C:23]([CH3:26])=[C:22](I)[CH:21]=3)=[CH:14][N:13]=2)[CH2:8][CH2:7]1)=[O:5])[CH3:2].[CH3:29][O:30][C:31]1[CH:36]=[CH:35][C:34](B(O)O)=[CH:33][CH:32]=1.C(OC(C1CCN(C2C=CC(C(=O)NC3C=CC(C4C=CC=CC=4)=C(C)C=3)=CN=2)CC1)=O)C.